From a dataset of Peptide-MHC class II binding affinity with 134,281 pairs from IEDB. Regression. Given a peptide amino acid sequence and an MHC pseudo amino acid sequence, predict their binding affinity value. This is MHC class II binding data. (1) The binding affinity (normalized) is 0.0963. The MHC is DRB1_0301 with pseudo-sequence DRB1_0301. The peptide sequence is QGQMVHQAISPRTLN. (2) The peptide sequence is FCVKVLAPYMPDVLE. The MHC is DRB1_0901 with pseudo-sequence DRB1_0901. The binding affinity (normalized) is 0.738. (3) The peptide sequence is ALSDADWHFIADPAS. The MHC is HLA-DQA10102-DQB10602 with pseudo-sequence HLA-DQA10102-DQB10602. The binding affinity (normalized) is 0.141. (4) The MHC is HLA-DPA10103-DPB10401 with pseudo-sequence HLA-DPA10103-DPB10401. The peptide sequence is ILSEGNSFTAPNESY. The binding affinity (normalized) is 0.158. (5) The peptide sequence is SNSIVGEQNSEMLHG. The MHC is DRB1_0101 with pseudo-sequence DRB1_0101. The binding affinity (normalized) is 0.704.